From a dataset of Forward reaction prediction with 1.9M reactions from USPTO patents (1976-2016). Predict the product of the given reaction. (1) Given the reactants C(O[BH-](OC(=O)C)OC(=O)C)(=O)C.[Na+].C(O)(=O)C.[Cl:19][C:20]1[CH:39]=[C:38]([Cl:40])[CH:37]=[CH:36][C:21]=1[CH2:22][N:23]1[C:27]2[CH:28]=[C:29]([CH:33]=O)[CH:30]=[C:31]([CH3:32])[C:26]=2[N:25]=[C:24]1[CH3:35].[NH2:41][C:42]1[CH:50]=[CH:49][CH:48]=[CH:47][C:43]=1[C:44]([OH:46])=[O:45], predict the reaction product. The product is: [Cl:19][C:20]1[CH:39]=[C:38]([Cl:40])[CH:37]=[CH:36][C:21]=1[CH2:22][N:23]1[C:27]2[CH:28]=[C:29]([CH2:33][NH:41][C:42]3[CH:50]=[CH:49][CH:48]=[CH:47][C:43]=3[C:44]([OH:46])=[O:45])[CH:30]=[C:31]([CH3:32])[C:26]=2[N:25]=[C:24]1[CH3:35]. (2) The product is: [Br:19][C:13]1[CH:14]=[CH:15][C:16]([Br:18])=[CH:17][C:12]=1[S:9]([NH:8][C@@H:6]1[CH2:7][C@H:3]([CH2:2][N:1]([CH2:38][CH2:37][CH3:39])[CH2:27][CH2:28][CH3:29])[N:4]([C:20]#[N:43])[CH2:5]1)(=[O:10])=[O:11]. Given the reactants [NH2:1][CH2:2][C@H:3]1[CH2:7][C@@H:6]([NH:8][S:9]([C:12]2[CH:17]=[C:16]([Br:18])[CH:15]=[CH:14][C:13]=2[Br:19])(=[O:11])=[O:10])[CH2:5][N:4]1[C:20](OC(C)(C)C)=O.[CH:27](=O)[CH2:28][CH3:29].[BH4-].[Na+].Cl.CCN(C(C)C)[CH:37]([CH3:39])[CH3:38].[N:43]#CBr.C(O)C(N)(CO)CO, predict the reaction product. (3) Given the reactants Cl[CH2:2][CH2:3][O:4][C:5]1[CH:10]=[CH:9][CH:8]=[CH:7][C:6]=1[C:11]1([NH:14][C:15]2[C:16](=[O:34])[N:17]([C:21]3[CH:22]=[C:23]([CH:30]=[CH:31][C:32]=3[CH3:33])[C:24]([NH:26][CH:27]3[CH2:29][CH2:28]3)=[O:25])[CH:18]=[CH:19][N:20]=2)[CH2:13][CH2:12]1.[NH2:35][CH2:36][C@@H:37]([OH:39])[CH3:38], predict the reaction product. The product is: [CH:27]1([NH:26][C:24](=[O:25])[C:23]2[CH:30]=[CH:31][C:32]([CH3:33])=[C:21]([N:17]3[CH:18]=[CH:19][N:20]=[C:15]([NH:14][C:11]4([C:6]5[CH:7]=[CH:8][CH:9]=[CH:10][C:5]=5[O:4][CH2:3][CH2:2][NH:35][CH2:36][C@@H:37]([OH:39])[CH3:38])[CH2:13][CH2:12]4)[C:16]3=[O:34])[CH:22]=2)[CH2:29][CH2:28]1. (4) Given the reactants C([O-])([O-])=O.[K+].[K+].[CH3:7][C:8]1[NH:12][N:11]=[C:10]([C:13]2[O:17][N:16]=[C:15]([C:18]3[CH:23]=[CH:22][C:21]([O:24][C:25]([F:28])([F:27])[F:26])=[CH:20][CH:19]=3)[N:14]=2)[N:9]=1.Br[CH2:30][C:31]1[CH:32]=[C:33]([OH:37])[CH:34]=[CH:35][CH:36]=1, predict the reaction product. The product is: [CH3:7][C:8]1[N:12]([CH2:30][C:31]2[CH:32]=[C:33]([OH:37])[CH:34]=[CH:35][CH:36]=2)[N:11]=[C:10]([C:13]2[O:17][N:16]=[C:15]([C:18]3[CH:19]=[CH:20][C:21]([O:24][C:25]([F:28])([F:26])[F:27])=[CH:22][CH:23]=3)[N:14]=2)[N:9]=1.